From a dataset of Catalyst prediction with 721,799 reactions and 888 catalyst types from USPTO. Predict which catalyst facilitates the given reaction. (1) Reactant: [NH2:1][C:2]1[N:7]=[C:6](Br)[CH:5]=[CH:4][C:3]=1[N+:9]([O-])=O.[F:12][C:13]1[CH:18]=[CH:17][CH:16]=[CH:15][C:14]=1B(O)O.C(=O)([O-])[O-].[Na+].[Na+]. Product: [NH2:1][C:2]1[C:3]([NH2:9])=[CH:4][CH:5]=[C:6]([C:14]2[CH:15]=[CH:16][CH:17]=[CH:18][C:13]=2[F:12])[N:7]=1. The catalyst class is: 216. (2) Reactant: Br[C:2]1[CH:3]=[C:4]([CH:11]=[CH:12][C:13]=1[OH:14])[CH2:5][C@@H:6]([C:8]([OH:10])=[O:9])[NH2:7].BrC1C=C(C=C(Br)C=1O)C[C@@H](C(O)=O)N. Product: [NH2:7][C@H:6]([C:8]([OH:10])=[O:9])[CH2:5][C:4]1[CH:3]=[CH:2][C:13]([OH:14])=[CH:12][CH:11]=1. The catalyst class is: 553. (3) Reactant: [CH3:1][O:2][C:3]1[C:7]2[C:8](=[O:25])[N:9]([CH2:16][C:17](=[O:24])[C:18]3[CH:23]=[CH:22][CH:21]=[CH:20][CH:19]=3)[C:10]3[CH:11]=[CH:12][CH:13]=[CH:14][C:15]=3[C:6]=2[N:5]([CH3:26])[C:4]=1[C:27]([NH:29][CH:30]1[CH2:35][CH2:34][NH:33][CH2:32][CH2:31]1)=[O:28].C(N(CC)CC)C.C1COCC1.[C:48]([O:51][CH2:52][C:53](Cl)=[O:54])(=[O:50])[CH3:49]. Product: [C:48]([O:51][CH2:52][C:53]([N:33]1[CH2:32][CH2:31][CH:30]([NH:29][C:27]([C:4]2[N:5]([CH3:26])[C:6]3[C:15]4[CH:14]=[CH:13][CH:12]=[CH:11][C:10]=4[N:9]([CH2:16][C:17](=[O:24])[C:18]4[CH:23]=[CH:22][CH:21]=[CH:20][CH:19]=4)[C:8](=[O:25])[C:7]=3[C:3]=2[O:2][CH3:1])=[O:28])[CH2:35][CH2:34]1)=[O:54])(=[O:50])[CH3:49]. The catalyst class is: 13. (4) The catalyst class is: 24. Product: [OH:18][N:19]=[CH:1][C:3]1[CH:15]=[CH:14][C:6]([C:7]([NH:9][CH:10]=[N:11][O:12][CH3:13])=[O:8])=[C:5]([CH3:16])[CH:4]=1. Reactant: [CH:1]([C:3]1[CH:15]=[CH:14][C:6]([C:7]([NH:9][CH:10]=[N:11][O:12][CH3:13])=[O:8])=[C:5]([CH3:16])[CH:4]=1)=O.Cl.[OH:18][NH2:19]. (5) Product: [NH2:26][CH:5]([C:4]1[CH:7]=[CH:8][C:9]([O:10][C:11]([F:14])([F:13])[F:12])=[C:2]([F:1])[CH:3]=1)[CH2:16][C:15]([OH:21])=[O:20]. The catalyst class is: 8. Reactant: [F:1][C:2]1[CH:3]=[C:4]([CH:7]=[CH:8][C:9]=1[O:10][C:11]([F:14])([F:13])[F:12])[CH:5]=O.[C:15]([OH:21])(=[O:20])[CH2:16]C(O)=O.C([O-])(=O)C.[NH4+:26].